Predict the reaction yield, written as a fraction of the theoretical maximum amount of product (1.0 means a 100% yield; for example, 0.34 means a 34% yield). From a dataset of Reaction yield outcomes from USPTO patents with 853,638 reactions. (1) The reactants are FC(F)(F)C(O)=O.[Cl:8][C:9]1[CH:10]=[C:11]2[C:19](=[C:20]([NH:22][C:23]([C@@H:25]3[CH2:30][O:29][C:28]([CH3:32])([CH3:31])[CH2:27][N:26]3[CH2:33][C@@H:34]([NH2:36])[CH3:35])=[O:24])[CH:21]=1)[NH:18][C:17]1[CH:16]=[N:15][CH:14]=[CH:13][C:12]2=1.[CH3:37][C:38]1[C:43]([C:44](O)=[O:45])=[CH:42][N:41]=[CH:40][CH:39]=1.C([O-])(=O)C.[NH4+]. No catalyst specified. The product is [Cl:8][C:9]1[CH:10]=[C:11]2[C:19](=[C:20]([NH:22][C:23]([C@@H:25]3[CH2:30][O:29][C:28]([CH3:31])([CH3:32])[CH2:27][N:26]3[CH2:33][C@@H:34]([NH:36][C:44]([C:43]3[CH:42]=[N:41][CH:40]=[CH:39][C:38]=3[CH3:37])=[O:45])[CH3:35])=[O:24])[CH:21]=1)[NH:18][C:17]1[CH:16]=[N:15][CH:14]=[CH:13][C:12]2=1. The yield is 0.790. (2) The yield is 0.918. The catalyst is O1CCOCC1.C1C=CC(P(C2C=CC=CC=2)[C-]2C=CC=C2)=CC=1.C1C=CC(P(C2C=CC=CC=2)[C-]2C=CC=C2)=CC=1.Cl[Pd]Cl.[Fe+2]. The reactants are Cl[C:2]1[C:3]([CH:8]2[CH2:11][N:10]([C:12]([O:14][C:15]([CH3:18])([CH3:17])[CH3:16])=[O:13])[CH2:9]2)=[N:4][CH:5]=[CH:6][N:7]=1.[CH3:19][C:20]1[CH:21]=[C:22](B(O)O)[CH:23]=[CH:24][CH:25]=1.[O-]P([O-])([O-])=O.[K+].[K+].[K+].O. The product is [C:15]([O:14][C:12]([N:10]1[CH2:11][CH:8]([C:3]2[C:2]([C:24]3[CH:25]=[C:20]([CH3:19])[CH:21]=[CH:22][CH:23]=3)=[N:7][CH:6]=[CH:5][N:4]=2)[CH2:9]1)=[O:13])([CH3:18])([CH3:17])[CH3:16]. (3) The reactants are Cl[C:2]1[C:7]([C:8]([F:11])([F:10])[F:9])=[CH:6][N:5]=[C:4]([NH:12][C:13]2[CH:27]=[CH:26][C:16]([CH2:17][P:18](=[O:25])([O:22][CH2:23][CH3:24])[O:19][CH2:20][CH3:21])=[CH:15][C:14]=2[O:28][CH2:29][CH3:30])[N:3]=1.[NH2:31][C:32]1[CH:33]=[CH:34][C:35]([C@@H:43]2[CH2:48][CH2:47][C@H:46]([C:49]([O:51][CH2:52][CH3:53])=[O:50])[CH2:45][CH2:44]2)=[C:36]2[C:40]=1[C:39](=[O:41])[N:38]([CH3:42])[CH2:37]2. No catalyst specified. The product is [CH2:20]([O:19][P:18]([CH2:17][C:16]1[CH:26]=[CH:27][C:13]([NH:12][C:4]2[N:3]=[C:2]([NH:31][C:32]3[CH:33]=[CH:34][C:35]([C@@H:43]4[CH2:44][CH2:45][C@H:46]([C:49]([O:51][CH2:52][CH3:53])=[O:50])[CH2:47][CH2:48]4)=[C:36]4[C:40]=3[C:39](=[O:41])[N:38]([CH3:42])[CH2:37]4)[C:7]([C:8]([F:11])([F:10])[F:9])=[CH:6][N:5]=2)=[C:14]([O:28][CH2:29][CH3:30])[CH:15]=1)([O:22][CH2:23][CH3:24])=[O:25])[CH3:21]. The yield is 0.730. (4) The catalyst is C(Cl)Cl. The product is [NH:22]1[CH:21]=[C:20]([C:17]2[CH:18]=[CH:19][C:14]([NH:13][C:12]3[C:6]4[CH2:5][N:4]([C:1](=[O:3])[CH3:2])[CH2:9][CH2:8][C:7]=4[N:10]([CH2:32][CH:33]4[CH2:35][CH2:34]4)[N:11]=3)=[CH:15][CH:16]=2)[CH:24]=[N:23]1. The yield is 0.0600. The reactants are [C:1]([N:4]1[CH2:9][CH2:8][C:7]2[N:10]([CH2:32][CH:33]3[CH2:35][CH2:34]3)[N:11]=[C:12]([NH:13][C:14]3[CH:19]=[CH:18][C:17]([C:20]4[CH:21]=[N:22][N:23](C(OC(C)(C)C)=O)[CH:24]=4)=[CH:16][CH:15]=3)[C:6]=2[CH2:5]1)(=[O:3])[CH3:2].C(O)(C(F)(F)F)=O.